Dataset: Aqueous solubility values for 9,982 compounds from the AqSolDB database. Task: Regression/Classification. Given a drug SMILES string, predict its absorption, distribution, metabolism, or excretion properties. Task type varies by dataset: regression for continuous measurements (e.g., permeability, clearance, half-life) or binary classification for categorical outcomes (e.g., BBB penetration, CYP inhibition). For this dataset (solubility_aqsoldb), we predict Y. (1) The molecule is O=C(O)CC(O)C(=O)O. The Y is 0.640 log mol/L. (2) The compound is O=[N+](O)OCCCCO[N+](=O)O. The Y is -1.68 log mol/L. (3) The molecule is CC(C)(N)C(=O)O. The Y is 0.245 log mol/L. (4) The compound is O=C1c2cccc(S(=O)(=O)O)c2C(=O)c2cccc(S(=O)(=O)O)c21. The Y is 0.257 log mol/L. (5) The molecule is CC1COC(=O)O1. The Y is 0.371 log mol/L. (6) The drug is C#C[C@]1(O)CC[C@H]2[C@@H]3CCC4=CC(=O)CC[C@@H]4[C@H]3CC[C@@]21CC. The Y is -5.26 log mol/L. (7) The compound is O=C(O)c1ccccc1C(=O)c1ccc(Br)cc1. The Y is -3.01 log mol/L.